This data is from Tyrosyl-DNA phosphodiesterase HTS with 341,365 compounds. The task is: Binary Classification. Given a drug SMILES string, predict its activity (active/inactive) in a high-throughput screening assay against a specified biological target. (1) The drug is S(=O)(=O)(N1CCN(CC1)c1nc(nc2c1cccc2)c1ccccc1)c1c(cccc1)C#N. The result is 0 (inactive). (2) The molecule is S(=O)(=O)(N1C(CCCC1)C)c1ccc(cc1)C(=O)Nc1oc(nn1)CSC. The result is 0 (inactive). (3) The drug is s1c2nc(c3c(CCCC3)c2c(N)c1C(=O)N)c1ccc(cc1)C. The result is 0 (inactive). (4) The molecule is FC(F)(F)Cn1c(c(cc1C)C(=O)COC(=O)CNC(=O)c1cc(cc(c1)C)C)C. The result is 0 (inactive).